Task: Predict which catalyst facilitates the given reaction.. Dataset: Catalyst prediction with 721,799 reactions and 888 catalyst types from USPTO (1) Reactant: Cl[C:2]1[N:7]=[C:6]([NH:8][CH2:9][C:10]2[C:15]([F:16])=[CH:14][CH:13]=[CH:12][C:11]=2[F:17])[C:5]([C:18]2[CH:23]=[CH:22][CH:21]=[CH:20][C:19]=2[N+:24]([O-:26])=[O:25])=[CH:4][N:3]=1.[N:27]1([C:33]2[CH:38]=[CH:37][N:36]=[CH:35]N=2)[CH2:32][CH2:31][CH2:30][CH2:29][CH2:28]1.[CH2:39](N(CC)CC)C.C(=O)([O-])O.[Na+]. Product: [F:17][C:11]1[CH:12]=[CH:13][CH:14]=[C:15]([F:16])[C:10]=1[CH2:9][NH:8][C:6]1[C:5]([C:18]2[CH:23]=[CH:22][CH:21]=[CH:20][C:19]=2[N+:24]([O-:26])=[O:25])=[CH:4][N:3]=[C:2]([N:36]2[CH2:37][CH2:38][CH:33]([N:27]3[CH2:28][CH2:29][CH2:30][CH2:31][CH2:32]3)[CH2:39][CH2:35]2)[N:7]=1. The catalyst class is: 3. (2) Reactant: [C:1]([O:5][C:6]([N:8]1[CH2:13][CH2:12][CH:11]([N:14]([C:23]2[CH:28]=[CH:27][C:26](Br)=[CH:25][CH:24]=2)[CH2:15][C:16]2[CH:17]=[N:18][CH:19]=[CH:20][C:21]=2[CH3:22])[CH2:10][CH2:9]1)=[O:7])([CH3:4])([CH3:3])[CH3:2].CC(C)([O-])C.[K+].[NH:36]1[CH2:41][CH2:40][O:39][CH2:38][CH2:37]1.C(P(C(C)(C)C)C(C)(C)C)(C)(C)C. Product: [C:1]([O:5][C:6]([N:8]1[CH2:13][CH2:12][CH:11]([N:14]([CH2:15][C:16]2[CH:17]=[N:18][CH:19]=[CH:20][C:21]=2[CH3:22])[C:23]2[CH:28]=[CH:27][C:26]([N:36]3[CH2:41][CH2:40][O:39][CH2:38][CH2:37]3)=[CH:25][CH:24]=2)[CH2:10][CH2:9]1)=[O:7])([CH3:4])([CH3:3])[CH3:2]. The catalyst class is: 222. (3) Reactant: [CH:1]1([S:4]([C:7]2[CH:12]=[CH:11][C:10]([CH:13]([C:21]3[NH:25][C:24]([C:26]4[N:31]=[CH:30][C:29]([CH:32]=O)=[CH:28][CH:27]=4)=[CH:23][CH:22]=3)[CH2:14][CH:15]3[CH2:20][CH2:19][O:18][CH2:17][CH2:16]3)=[CH:9][CH:8]=2)(=[O:6])=[O:5])[CH2:3][CH2:2]1.[CH3:34][C@H:35]1[CH2:40][NH:39][CH2:38][CH2:37][NH:36]1.C(O[BH-](OC(=O)C)OC(=O)C)(=O)C.[Na+]. Product: [CH:1]1([S:4]([C:7]2[CH:8]=[CH:9][C:10]([CH:13]([C:21]3[NH:25][C:24]([C:26]4[N:31]=[CH:30][C:29]([CH2:32][N:39]5[CH2:38][CH2:37][NH:36][C@@H:35]([CH3:34])[CH2:40]5)=[CH:28][CH:27]=4)=[CH:23][CH:22]=3)[CH2:14][CH:15]3[CH2:20][CH2:19][O:18][CH2:17][CH2:16]3)=[CH:11][CH:12]=2)(=[O:5])=[O:6])[CH2:2][CH2:3]1. The catalyst class is: 54. (4) Product: [CH3:1][CH:2]1[CH2:6][CH2:5][CH2:4][CH:3]1[NH:7][C:19](=[O:20])[C:18]1[CH:22]=[C:23]([F:29])[C:24]([O:25][CH2:26][C:27]#[CH:28])=[C:16]([F:15])[CH:17]=1. Reactant: [CH3:1][CH:2]1[CH2:6][CH2:5][CH2:4][CH:3]1[NH2:7].C(N(CC)CC)C.[F:15][C:16]1[CH:17]=[C:18]([CH:22]=[C:23]([F:29])[C:24]=1[O:25][CH2:26][C:27]#[CH:28])[C:19](Cl)=[O:20]. The catalyst class is: 13. (5) Reactant: C([O:3][C:4](=[O:49])[CH2:5][N:6]([C:22](=[O:48])[CH2:23][N:24]1[CH:47]=[CH:46][C:28]([NH:29][C:30]([O:32][CH:33]([C:40]2[CH:45]=[CH:44][CH:43]=[CH:42][CH:41]=2)[C:34]2[CH:39]=[CH:38][CH:37]=[CH:36][CH:35]=2)=[O:31])=[N:27][C:25]1=[O:26])[CH2:7][CH2:8][NH:9][S:10]([C:13]1[CH:18]=[CH:17][CH:16]=[CH:15][C:14]=1[N+:19]([O-:21])=[O:20])(=[O:12])=[O:11])C.[OH-].[Li+].Cl.[Cl-].[Na+]. Product: [CH:33]([O:32][C:30]([NH:29][C:28]1[CH:46]=[CH:47][N:24]([CH2:23][C:22]([N:6]([CH2:7][CH2:8][NH:9][S:10]([C:13]2[CH:18]=[CH:17][CH:16]=[CH:15][C:14]=2[N+:19]([O-:21])=[O:20])(=[O:11])=[O:12])[CH2:5][C:4]([OH:49])=[O:3])=[O:48])[C:25](=[O:26])[N:27]=1)=[O:31])([C:40]1[CH:41]=[CH:42][CH:43]=[CH:44][CH:45]=1)[C:34]1[CH:35]=[CH:36][CH:37]=[CH:38][CH:39]=1. The catalyst class is: 20. (6) Reactant: CO.C[O-].[Na+].[SH:6][CH2:7][C:8]([O:10][CH3:11])=[O:9].Cl/[C:13](/[C:17]1[CH:22]=[CH:21][C:20]([O:23][C:24]([F:27])([F:26])[F:25])=[CH:19][CH:18]=1)=[CH:14]/[C:15]#[N:16]. Product: [NH2:16][C:15]1[CH:14]=[C:13]([C:17]2[CH:18]=[CH:19][C:20]([O:23][C:24]([F:25])([F:26])[F:27])=[CH:21][CH:22]=2)[S:6][C:7]=1[C:8]([O:10][CH3:11])=[O:9]. The catalyst class is: 18. (7) Reactant: Br[C:2]1[N:6]2[CH2:7][CH2:8][N:9]([C:11]([O:13][C:14]([CH3:17])([CH3:16])[CH3:15])=[O:12])[CH2:10][C:5]2=[C:4]([C:18]([O:20][CH3:21])=[O:19])[CH:3]=1.[C:22]([O-:25])(=[O:24])C.[K+].[I-].[K+].[OH-].[Na+]. Product: [C:14]([O:13][C:11]([N:9]1[CH2:8][CH2:7][N:6]2[C:2]([C:22]([OH:25])=[O:24])=[CH:3][C:4]([C:18]([O:20][CH3:21])=[O:19])=[C:5]2[CH2:10]1)=[O:12])([CH3:17])([CH3:16])[CH3:15]. The catalyst class is: 42.